From a dataset of Acute oral toxicity (LD50) regression data from Zhu et al.. Regression/Classification. Given a drug SMILES string, predict its toxicity properties. Task type varies by dataset: regression for continuous values (e.g., LD50, hERG inhibition percentage) or binary classification for toxic/non-toxic outcomes (e.g., AMES mutagenicity, cardiotoxicity, hepatotoxicity). Dataset: ld50_zhu. The drug is COP(=S)(OC)Oc1cc(Cl)c(I)cc1Cl. The rat oral LD50 is 2.25, given as -log10 of the dose in mol/kg body weight (higher means more acutely toxic).